Dataset: Forward reaction prediction with 1.9M reactions from USPTO patents (1976-2016). Task: Predict the product of the given reaction. (1) Given the reactants [Br:1][C:2]1[CH:7]=[CH:6][CH:5]=[C:4]([CH3:8])[C:3]=1I.[CH2:10]([O:12][C:13]([C:15]1[CH:16]=[C:17](B(O)O)[CH:18]=[CH:19][CH:20]=1)=[O:14])[CH3:11].C(=O)([O-])[O-].[K+].[K+].C1(C)C=CC=CC=1, predict the reaction product. The product is: [Br:1][C:2]1[CH:7]=[CH:6][CH:5]=[C:4]([CH3:8])[C:3]=1[C:17]1[CH:18]=[CH:19][CH:20]=[C:15]([C:13]([O:12][CH2:10][CH3:11])=[O:14])[CH:16]=1. (2) Given the reactants [NH2:1][C:2]1[N:10]=[C:9]([O:11][CH2:12][CH2:13][CH2:14][CH3:15])[N:8]=[C:7]2[C:3]=1[NH:4][C:5](=[O:40])[N:6]2[CH2:16][CH2:17][CH2:18][CH2:19][N:20]([CH2:35][C@@H:36]([OH:39])[CH2:37][OH:38])[S:21]([C:24]1[CH:25]=[C:26]([CH2:30][C:31]([O:33]C)=[O:32])[CH:27]=[CH:28][CH:29]=1)(=[O:23])=[O:22].[OH-].[Li+].O1CCCC1, predict the reaction product. The product is: [NH2:1][C:2]1[N:10]=[C:9]([O:11][CH2:12][CH2:13][CH2:14][CH3:15])[N:8]=[C:7]2[C:3]=1[NH:4][C:5](=[O:40])[N:6]2[CH2:16][CH2:17][CH2:18][CH2:19][N:20]([CH2:35][C@@H:36]([OH:39])[CH2:37][OH:38])[S:21]([C:24]1[CH:25]=[C:26]([CH2:30][C:31]([OH:33])=[O:32])[CH:27]=[CH:28][CH:29]=1)(=[O:22])=[O:23]. (3) Given the reactants [ClH:1].O1CCOCC1.[Cl:8][C:9]1[CH:14]=[CH:13][C:12]([C@H:15]([C:25]([N:27]2[CH2:32][CH2:31][N:30]([C:33]3[C:34]4[C@H:41]([CH3:42])[CH2:40][C@H:39]([OH:43])[C:35]=4[N:36]=[CH:37][N:38]=3)[CH2:29][CH2:28]2)=[O:26])[CH2:16][NH:17]C(=O)OC(C)(C)C)=[CH:11][C:10]=1[F:44], predict the reaction product. The product is: [ClH:8].[ClH:1].[NH2:17][CH2:16][C@H:15]([C:12]1[CH:13]=[CH:14][C:9]([Cl:8])=[C:10]([F:44])[CH:11]=1)[C:25]([N:27]1[CH2:32][CH2:31][N:30]([C:33]2[C:34]3[C@H:41]([CH3:42])[CH2:40][C@H:39]([OH:43])[C:35]=3[N:36]=[CH:37][N:38]=2)[CH2:29][CH2:28]1)=[O:26]. (4) Given the reactants CS(C)=O.[CH2:5]([O:12][C:13]1[CH:18]=[CH:17][C:16]([C:19]2[N:28]([CH2:29][O:30][CH2:31][CH2:32][Si:33]([CH3:36])([CH3:35])[CH3:34])[C:22]3[N:23]=[CH:24][N:25]=[C:26](Cl)[C:21]=3[CH:20]=2)=[CH:15][CH:14]=1)[C:6]1[CH:11]=[CH:10][CH:9]=[CH:8][CH:7]=1.[H-].[Na+].[NH2:39][C:40]1[CH:45]=[CH:44][C:43]([OH:46])=[CH:42][C:41]=1[Cl:47], predict the reaction product. The product is: [CH2:5]([O:12][C:13]1[CH:14]=[CH:15][C:16]([C:19]2[N:28]([CH2:29][O:30][CH2:31][CH2:32][Si:33]([CH3:35])([CH3:36])[CH3:34])[C:22]3[N:23]=[CH:24][N:25]=[C:26]([O:46][C:43]4[CH:44]=[CH:45][C:40]([NH2:39])=[C:41]([Cl:47])[CH:42]=4)[C:21]=3[CH:20]=2)=[CH:17][CH:18]=1)[C:6]1[CH:11]=[CH:10][CH:9]=[CH:8][CH:7]=1.